This data is from Full USPTO retrosynthesis dataset with 1.9M reactions from patents (1976-2016). The task is: Predict the reactants needed to synthesize the given product. (1) The reactants are: [F:1][C:2]1([F:22])[CH2:7][CH2:6][CH:5]([CH2:8][NH:9][C:10]([C:12]2[C:20]3[C:15](=[CH:16][CH:17]=[CH:18][C:19]=3[Cl:21])[NH:14][CH:13]=2)=[O:11])[CH2:4][CH2:3]1.C(OC([N:30]1[CH2:35][CH2:34][CH:33]([CH2:36]O)[CH2:32][CH2:31]1)=O)(C)(C)C.C(P(=CC#N)(CCCC)CCCC)CCC. Given the product [Cl:21][C:19]1[CH:18]=[CH:17][CH:16]=[C:15]2[C:20]=1[C:12]([C:10]([NH:9][CH2:8][CH:5]1[CH2:6][CH2:7][C:2]([F:1])([F:22])[CH2:3][CH2:4]1)=[O:11])=[CH:13][N:14]2[CH2:36][CH:33]1[CH2:34][CH2:35][NH:30][CH2:31][CH2:32]1, predict the reactants needed to synthesize it. (2) Given the product [NH2:15][C:8]1[CH:9]=[C:10]([Cl:14])[C:11]([CH3:13])=[CH:12][C:7]=1[C:5](=[CH2:6])[C:4]([OH:16])=[O:3], predict the reactants needed to synthesize it. The reactants are: C([O:3][C:4](=[O:16])[C:5]([C:7]1[CH:12]=[C:11]([CH3:13])[C:10]([Cl:14])=[CH:9][C:8]=1[NH2:15])=[CH2:6])C.[OH-].[Na+]. (3) Given the product [CH3:1][C:2]1[C:7]([O:8][CH2:9][C:10]([F:12])([F:11])[F:13])=[CH:6][CH:5]=[N:4][C:3]=1[CH2:14][S+:15]([O-:25])[C:16]1[NH:20][C:19]2[CH:21]=[CH:22][CH:23]=[CH:24][C:18]=2[N:17]=1, predict the reactants needed to synthesize it. The reactants are: [CH3:1][C:2]1[C:3]([CH2:14][S:15][C:16]2[NH:20][C:19]3[CH:21]=[CH:22][CH:23]=[CH:24][C:18]=3[N:17]=2)=[N:4][CH:5]=[CH:6][C:7]=1[O:8][CH2:9][C:10]([F:13])([F:12])[F:11].[O-:25]S([O-])(=S)=O.[Na+].[Na+].C(O)(=O)C. (4) Given the product [ClH:53].[NH2:8][CH2:9][C:10]([O:12][C:13]1([CH2:16][O:17][C:18]2[CH:27]=[C:26]3[C:21]([C:22]([O:28][C:29]4[CH:34]=[CH:33][C:32]([NH:35][C:36]([C:38]5[C:39](=[O:51])[N:40]([C:45]6[CH:46]=[CH:47][CH:48]=[CH:49][CH:50]=6)[N:41]([CH3:44])[C:42]=5[CH3:43])=[O:37])=[CH:31][C:30]=4[F:52])=[CH:23][CH:24]=[N:25]3)=[CH:20][CH:19]=2)[CH2:14][CH2:15]1)=[O:11], predict the reactants needed to synthesize it. The reactants are: C(OC([NH:8][CH2:9][C:10]([O:12][C:13]1([CH2:16][O:17][C:18]2[CH:27]=[C:26]3[C:21]([C:22]([O:28][C:29]4[CH:34]=[CH:33][C:32]([NH:35][C:36]([C:38]5[C:39](=[O:51])[N:40]([C:45]6[CH:50]=[CH:49][CH:48]=[CH:47][CH:46]=6)[N:41]([CH3:44])[C:42]=5[CH3:43])=[O:37])=[CH:31][C:30]=4[F:52])=[CH:23][CH:24]=[N:25]3)=[CH:20][CH:19]=2)[CH2:15][CH2:14]1)=[O:11])=O)(C)(C)C.[ClH:53]. (5) Given the product [CH3:32][O:33][C:34](=[O:38])[C:35]([C:2]1[CH:7]=[CH:6][C:5]([NH:8][C:9]([C:11]2[N:12]([CH2:18][O:19][CH2:20][CH2:21][Si:22]([CH3:25])([CH3:24])[CH3:23])[CH:13]=[C:14]([C:16]#[N:17])[N:15]=2)=[O:10])=[C:4]([C:26]2[CH2:31][CH2:30][CH2:29][CH2:28][CH:27]=2)[CH:3]=1)([CH3:37])[CH3:36], predict the reactants needed to synthesize it. The reactants are: Br[C:2]1[CH:7]=[CH:6][C:5]([NH:8][C:9]([C:11]2[N:12]([CH2:18][O:19][CH2:20][CH2:21][Si:22]([CH3:25])([CH3:24])[CH3:23])[CH:13]=[C:14]([C:16]#[N:17])[N:15]=2)=[O:10])=[C:4]([C:26]2[CH2:31][CH2:30][CH2:29][CH2:28][CH:27]=2)[CH:3]=1.[CH3:32][O:33][C:34]([O:38][Si](C)(C)C)=[C:35]([CH3:37])[CH3:36].O. (6) Given the product [Cl:2][C:3]1[CH:18]=[CH:17][C:6]2[N:7]([C@@H:12]3[CH2:16][CH2:15][N:14]([C:19](=[O:23])[CH:20]([CH3:22])[CH3:21])[CH2:13]3)[C:8]([CH2:10][Cl:11])=[N:9][C:5]=2[CH:4]=1, predict the reactants needed to synthesize it. The reactants are: Cl.[Cl:2][C:3]1[CH:18]=[CH:17][C:6]2[N:7]([C@@H:12]3[CH2:16][CH2:15][NH:14][CH2:13]3)[C:8]([CH2:10][Cl:11])=[N:9][C:5]=2[CH:4]=1.[C:19](Cl)(=[O:23])[CH:20]([CH3:22])[CH3:21].C(N(C(C)C)C(C)C)C. (7) The reactants are: [CH3:1][O:2][C:3]1[CH:4]=[C:5]([CH:8]=[CH:9][C:10]=1[O:11][CH3:12])[CH:6]=O.C(O)(=O)[CH2:14][C:15]([OH:17])=[O:16].N1CCCCC1.Cl. Given the product [CH3:1][O:2][C:3]1[CH:4]=[C:5]([CH:6]=[CH:14][C:15]([OH:17])=[O:16])[CH:8]=[CH:9][C:10]=1[O:11][CH3:12], predict the reactants needed to synthesize it. (8) Given the product [C:1]1([C:7]2[C:9]3[C:10](=[CH:11][CH:12]=[C:13]([O:15][CH2:16][C:17]4[CH:22]=[CH:21][CH:20]=[CH:19][CH:18]=4)[CH:14]=3)[NH:23][N:24]=2)[CH:6]=[CH:5][CH:4]=[CH:3][CH:2]=1, predict the reactants needed to synthesize it. The reactants are: [C:1]1([C:7]([C:9]2[CH:14]=[C:13]([O:15][CH2:16][C:17]3[CH:22]=[CH:21][CH:20]=[CH:19][CH:18]=3)[CH:12]=[CH:11][C:10]=2[NH2:23])=O)[CH:6]=[CH:5][CH:4]=[CH:3][CH:2]=1.[N:24]([O-])=O.[Na+].CO.[Sn]. (9) Given the product [NH:1]1[C:9]2[C:4](=[CH:5][C:6]([NH:10][C:11]3[C:12]4[C:19]5[CH2:20][CH2:21][CH:22]([C:24]([O:26][CH3:28])=[O:25])[CH2:23][C:18]=5[S:17][C:13]=4[N:14]=[CH:15][N:16]=3)=[CH:7][CH:8]=2)[CH:3]=[N:2]1, predict the reactants needed to synthesize it. The reactants are: [NH:1]1[C:9]2[C:4](=[CH:5][C:6]([NH:10][C:11]3[C:12]4[C:19]5[CH2:20][CH2:21][CH:22]([C:24]([OH:26])=[O:25])[CH2:23][C:18]=5[S:17][C:13]=4[N:14]=[CH:15][N:16]=3)=[CH:7][CH:8]=2)[CH:3]=[N:2]1.O1CCC[CH2:28]1.C(N(C(C)C)C(C)C)C.[N+](=C)=[N-].